From a dataset of Forward reaction prediction with 1.9M reactions from USPTO patents (1976-2016). Predict the product of the given reaction. (1) The product is: [F:41][C:38]1[CH:39]=[CH:40][C:35]([C@@H:11]2[CH2:10][C@@H:9]([OH:8])[CH2:18][C@@H:17]3[N:12]2[C:13](=[O:34])/[C:14](=[CH:19]/[C:20]2[CH:25]=[CH:24][C:23]([N:26]4[CH:30]=[C:29]([CH3:31])[N:28]=[CH:27]4)=[C:22]([O:32][CH3:33])[CH:21]=2)/[CH2:15][CH2:16]3)=[CH:36][CH:37]=1. Given the reactants [Si]([O:8][C@H:9]1[CH2:18][C@@H:17]2[N:12]([C:13](=[O:34])/[C:14](=[CH:19]/[C:20]3[CH:25]=[CH:24][C:23]([N:26]4[CH:30]=[C:29]([CH3:31])[N:28]=[CH:27]4)=[C:22]([O:32][CH3:33])[CH:21]=3)/[CH2:15][CH2:16]2)[C@H:11]([C:35]2[CH:40]=[CH:39][C:38]([F:41])=[CH:37][CH:36]=2)[CH2:10]1)(C(C)(C)C)(C)C.[Cl-].[NH4+].C(OCC)(=O)C, predict the reaction product. (2) Given the reactants CC(C)([O-])C.[K+].[NH:7]1[CH:11]=[CH:10][CH:9]=[N:8]1.[C:12]([O:16][C:17]([N:19]1[C:27]2[CH:26]=[C:25]([CH2:28]OS(C)(=O)=O)[N:24]=[CH:23][C:22]=2[C:21]([CH3:35])([CH3:34])[CH2:20]1)=[O:18])([CH3:15])([CH3:14])[CH3:13].O, predict the reaction product. The product is: [C:12]([O:16][C:17]([N:19]1[C:27]2[CH:26]=[C:25]([CH2:28][N:7]3[CH:11]=[CH:10][CH:9]=[N:8]3)[N:24]=[CH:23][C:22]=2[C:21]([CH3:35])([CH3:34])[CH2:20]1)=[O:18])([CH3:15])([CH3:14])[CH3:13]. (3) Given the reactants [NH2:1][C:2]1[N:6]([CH3:7])[C:5](=[O:8])[C:4]([C:14]2[CH:19]=[CH:18][CH:17]=[C:16]([O:20]CC3C=CC=CC=3)[CH:15]=2)([C:9]2[CH:13]=[CH:12][NH:11][CH:10]=2)[N:3]=1, predict the reaction product. The product is: [NH2:1][C:2]1[N:6]([CH3:7])[C:5](=[O:8])[C:4]([C:14]2[CH:19]=[CH:18][CH:17]=[C:16]([OH:20])[CH:15]=2)([C:9]2[CH:13]=[CH:12][NH:11][CH:10]=2)[N:3]=1. (4) Given the reactants [CH3:1][N:2]1[CH:6]=[C:5]([N:7]2[CH:12]=[CH:11][C:10](=[O:13])[C:9]([CH2:14][C:15]3[CH:16]=[C:17]([C:21]4[N:26]=[CH:25][C:24](OCC(O)=O)=[CH:23][N:22]=4)[CH:18]=[CH:19][CH:20]=3)=[N:8]2)[CH:4]=[N:3]1.[NH:32]1[CH2:36][CH2:35][CH:34]([OH:37])[CH2:33]1, predict the reaction product. The product is: [OH:37][CH:34]1[CH2:35][CH2:36][N:32]([C:24]2[CH:23]=[N:22][C:21]([C:17]3[CH:16]=[C:15]([CH:20]=[CH:19][CH:18]=3)[CH2:14][C:9]3[C:10](=[O:13])[CH:11]=[CH:12][N:7]([C:5]4[CH:4]=[N:3][N:2]([CH3:1])[CH:6]=4)[N:8]=3)=[N:26][CH:25]=2)[CH2:33]1. (5) Given the reactants [NH2:1][C:2]1[S:6][C:5]2[CH2:7][CH2:8][CH2:9][CH2:10][C:4]=2[C:3]=1[C:11]([C:13]1[O:14][CH:15]=[CH:16][CH:17]=1)=[O:12].C(N(CC)CC)C.[C:25](Cl)(=[O:27])[CH3:26], predict the reaction product. The product is: [O:14]1[CH:15]=[CH:16][CH:17]=[C:13]1[C:11]([C:3]1[C:4]2[CH2:10][CH2:9][CH2:8][CH2:7][C:5]=2[S:6][C:2]=1[NH:1][C:25](=[O:27])[CH3:26])=[O:12]. (6) Given the reactants [OH:1][N:2]1[C:6](=[O:7])[CH2:5][CH2:4][C:3]1=[O:8].C1CCC(N=C=NC2CCCCC2)CC1.[C:24](OCC)(=[O:26])C, predict the reaction product. The product is: [CH2:5]1[C:6](=[O:7])[N:2]([O:1][CH:24]=[O:26])[C:3](=[O:8])[CH2:4]1. (7) Given the reactants [CH:1]1[C:13]2[CH:12]([CH2:14][O:15][C:16](=[O:44])[NH:17][C:18]3[CH:23]=[CH:22][C:21]([S:24][C:25]4[CH:30]=[CH:29][C:28]([C:31](=[O:40])[NH:32][C:33]5[CH:34]=[N:35][CH:36]=[C:37]([Br:39])[CH:38]=5)=[CH:27][C:26]=4[N+:41]([O-])=O)=[CH:20][CH:19]=3)[C:11]3[C:6](=[CH:7][CH:8]=[CH:9][CH:10]=3)[C:5]=2[CH:4]=[CH:3][CH:2]=1.[Cl-].[NH4+].C(O)C.O1CCCC1, predict the reaction product. The product is: [CH:1]1[C:13]2[CH:12]([CH2:14][O:15][C:16](=[O:44])[NH:17][C:18]3[CH:19]=[CH:20][C:21]([S:24][C:25]4[CH:30]=[CH:29][C:28]([C:31](=[O:40])[NH:32][C:33]5[CH:34]=[N:35][CH:36]=[C:37]([Br:39])[CH:38]=5)=[CH:27][C:26]=4[NH2:41])=[CH:22][CH:23]=3)[C:11]3[C:6](=[CH:7][CH:8]=[CH:9][CH:10]=3)[C:5]=2[CH:4]=[CH:3][CH:2]=1. (8) Given the reactants [I:1][C:2]1[CH:10]=[CH:9][CH:8]=[C:4]([C:5]([OH:7])=O)[C:3]=1[C:11]([OH:13])=[O:12], predict the reaction product. The product is: [I:1][C:2]1[CH:10]=[CH:9][CH:8]=[C:4]2[C:5]([O:13][C:11](=[O:12])[C:3]=12)=[O:7].